Task: Predict the reactants needed to synthesize the given product.. Dataset: Full USPTO retrosynthesis dataset with 1.9M reactions from patents (1976-2016) Given the product [C:1]1([OH:28])[CH:6]=[CH:5][CH:4]=[CH:3][CH:2]=1.[C:15]1(=[O:33])[CH2:20][CH2:19][CH2:18][CH2:17][CH2:16]1, predict the reactants needed to synthesize it. The reactants are: [CH:1]1(C2C=CC=CC=2)[CH2:6][CH2:5][CH2:4][CH2:3][CH2:2]1.[O-]O.[CH:15]1(C2C=CC=CC=2)[CH2:20][CH2:19][CH2:18][CH2:17][CH2:16]1.S(=O)(=O)(O)[OH:28].C(=O)([O-])[O-:33].[Na+].[Na+].